From a dataset of Full USPTO retrosynthesis dataset with 1.9M reactions from patents (1976-2016). Predict the reactants needed to synthesize the given product. (1) Given the product [Cl:1][C:2]1[CH:3]=[C:4]([NH:9][C:10]2[C:19]3[C:14](=[CH:15][CH:16]=[C:17]([CH2:20][N:22]([CH3:28])[CH2:23][C:24]([F:27])([F:25])[F:26])[CH:18]=3)[N:13]=[C:12]([C:29]3[CH:30]=[N:31][CH:32]=[CH:33][CH:34]=3)[N:11]=2)[CH:5]=[CH:6][C:7]=1[F:8], predict the reactants needed to synthesize it. The reactants are: [Cl:1][C:2]1[CH:3]=[C:4]([NH:9][C:10]2[C:19]3[C:14](=[CH:15][CH:16]=[C:17]([C:20]([N:22]([CH3:28])[CH2:23][C:24]([F:27])([F:26])[F:25])=O)[CH:18]=3)[N:13]=[C:12]([C:29]3[CH:30]=[N:31][CH:32]=[CH:33][CH:34]=3)[N:11]=2)[CH:5]=[CH:6][C:7]=1[F:8].B.C1COCC1. (2) Given the product [Br:13][C:14]1[CH:19]=[CH:18][CH:17]=[C:16]([Br:20])[C:15]=1[CH:23]=[O:24], predict the reactants needed to synthesize it. The reactants are: N(C(C)C)C(C)C.[Li]CCCC.[Br:13][C:14]1[CH:19]=[CH:18][CH:17]=[C:16]([Br:20])[CH:15]=1.CN(C)[CH:23]=[O:24].OS(O)(=O)=O. (3) Given the product [I:22][C:23]1[C:24]2[C:28]([CH:29]=[CH:30][CH:31]=1)=[N:27][N:26]1[C:4](=[O:21])[CH:5]=[C:6]([CH:8]3[CH2:9][CH2:10][N:11]([C:14]([O:16][C:17]([CH3:18])([CH3:19])[CH3:20])=[O:15])[CH2:12][CH2:13]3)[NH:32][C:25]=21, predict the reactants needed to synthesize it. The reactants are: C(O[C:4](=[O:21])[CH2:5][C:6]([CH:8]1[CH2:13][CH2:12][N:11]([C:14]([O:16][C:17]([CH3:20])([CH3:19])[CH3:18])=[O:15])[CH2:10][CH2:9]1)=O)C.[I:22][C:23]1[CH:31]=[CH:30][CH:29]=[C:28]2[C:24]=1[C:25]([NH2:32])=[N:26][NH:27]2.P([O-])([O-])([O-])=O.[K+].[K+].[K+]. (4) Given the product [Cl:1][C:2]1[CH:7]=[CH:6][C:5]([N:8]2[C:14](=[O:15])[CH2:13][C:12]3=[N:25][N:24]=[C:21]([CH3:22])[N:11]3[C:10]3[CH:17]=[CH:18][CH:19]=[CH:20][C:9]2=3)=[CH:4][CH:3]=1, predict the reactants needed to synthesize it. The reactants are: [Cl:1][C:2]1[CH:7]=[CH:6][C:5]([N:8]2[C:14](=[O:15])[CH2:13][C:12](=S)[NH:11][C:10]3[CH:17]=[CH:18][CH:19]=[CH:20][C:9]2=3)=[CH:4][CH:3]=1.[C:21]([NH:24][NH2:25])(=O)[CH3:22].